From a dataset of Full USPTO retrosynthesis dataset with 1.9M reactions from patents (1976-2016). Predict the reactants needed to synthesize the given product. (1) Given the product [O:18]([CH2:17][C:15]1[O:16][C:12]([C:10]([OH:11])=[O:9])=[C:13]([CH2:25][CH2:26][NH:27][C@H:28]([CH3:33])[C:29]([CH3:30])([CH3:31])[CH3:32])[N:14]=1)[C:19]1[CH:24]=[CH:23][CH:22]=[CH:21][CH:20]=1, predict the reactants needed to synthesize it. The reactants are: C([O-])([O-])=O.[Na+].[Na+].C([O:9][C:10]([C:12]1[O:16][C:15]([CH2:17][O:18][C:19]2[CH:24]=[CH:23][CH:22]=[CH:21][CH:20]=2)=[N:14][C:13]=1[CH2:25][CH2:26][NH:27][C@H:28]([CH3:33])[C:29]([CH3:32])([CH3:31])[CH3:30])=[O:11])C.CC(C)=O.O. (2) The reactants are: C(OC([N:8]1[CH2:13][CH2:12][CH2:11][C@H:10]([NH:14][CH2:15][C:16]2[CH:17]=[C:18]3[C:22](=[CH:23][C:24]=2[O:25][CH3:26])[CH2:21][O:20][CH:19]3[C:27]([F:30])([F:29])[F:28])[C@@H:9]1[C:31]1[CH:36]=[CH:35][CH:34]=[CH:33][CH:32]=1)=O)(C)(C)C.[ClH:37]. Given the product [ClH:37].[ClH:37].[CH3:26][O:25][C:24]1[CH:23]=[C:22]2[C:18]([CH:19]([C:27]([F:28])([F:29])[F:30])[O:20][CH2:21]2)=[CH:17][C:16]=1[CH2:15][NH:14][C@H:10]1[CH2:11][CH2:12][CH2:13][NH:8][C@H:9]1[C:31]1[CH:36]=[CH:35][CH:34]=[CH:33][CH:32]=1, predict the reactants needed to synthesize it. (3) The reactants are: [Cl:1][C:2]1[S:3][CH:4]=[CH:5][N:6]=1.[Cl:7][C:8]1[CH:13]=[CH:12][CH:11]=[C:10]([CH3:14])[C:9]=1[N:15]=[C:16]=[O:17].C([Li])CCC. Given the product [Cl:1][C:2]1[S:3][C:4]([C:16]([NH:15][C:9]2[C:10]([CH3:14])=[CH:11][CH:12]=[CH:13][C:8]=2[Cl:7])=[O:17])=[CH:5][N:6]=1, predict the reactants needed to synthesize it. (4) Given the product [NH2:1][C:2]1[N:11]=[C:10]([C:12]([N:14]2[CH2:15][C:16]3[C:21](=[CH:20][CH:19]=[CH:18][CH:17]=3)[CH2:22]2)=[O:13])[C:9]2[C:4](=[CH:5][CH:6]=[C:7]([C:23]3([C:26]([OH:28])=[O:27])[CH2:24][CH2:25]3)[CH:8]=2)[N:3]=1, predict the reactants needed to synthesize it. The reactants are: [NH2:1][C:2]1[N:11]=[C:10]([C:12]([N:14]2[CH2:22][C:21]3[C:16](=[CH:17][CH:18]=[CH:19][CH:20]=3)[CH2:15]2)=[O:13])[C:9]2[C:4](=[CH:5][CH:6]=[C:7]([C:23]3([C:26]([O:28]CC)=[O:27])[CH2:25][CH2:24]3)[CH:8]=2)[N:3]=1.[OH-].[Na+]. (5) Given the product [NH2:15][C:4]1[N:3]=[C:2]([C:26]2[CH:25]=[C:24]3[C:19]([CH2:20][CH2:21][N:22]([C:36]([O:38][C:39]([CH3:41])([CH3:40])[CH3:42])=[O:37])[CH2:23]3)=[CH:18][C:17]=2[F:16])[CH:7]=[C:6]([N:8]2[CH2:13][CH2:12][N:11]([CH3:14])[CH2:10][CH2:9]2)[N:5]=1, predict the reactants needed to synthesize it. The reactants are: Cl[C:2]1[CH:7]=[C:6]([N:8]2[CH2:13][CH2:12][N:11]([CH3:14])[CH2:10][CH2:9]2)[N:5]=[C:4]([NH2:15])[N:3]=1.[F:16][C:17]1[CH:18]=[C:19]2[C:24](=[CH:25][C:26]=1B1OC(C)(C)C(C)(C)O1)[CH2:23][N:22]([C:36]([O:38][C:39]([CH3:42])([CH3:41])[CH3:40])=[O:37])[CH2:21][CH2:20]2.ClCCl.C(=O)([O-])[O-].[K+].[K+].